From a dataset of TCR-epitope binding with 47,182 pairs between 192 epitopes and 23,139 TCRs. Binary Classification. Given a T-cell receptor sequence (or CDR3 region) and an epitope sequence, predict whether binding occurs between them. (1) The epitope is YSEHPTFTSQY. The TCR CDR3 sequence is CASTRADTGELFF. Result: 1 (the TCR binds to the epitope). (2) The epitope is KTSVDCTMYI. The TCR CDR3 sequence is CASSLTTGGVFNEQFF. Result: 1 (the TCR binds to the epitope).